The task is: Predict the reactants needed to synthesize the given product.. This data is from Full USPTO retrosynthesis dataset with 1.9M reactions from patents (1976-2016). (1) Given the product [CH3:22][C:21]1[C:16]([N:13]2[CH2:14][CH2:15][N:10]([C:8]([C:5]3[CH:6]=[CH:7][C:2]([N:30]4[C@H:29]([CH2:31][OH:32])[CH2:28][O:27][C:26]4=[O:25])=[CH:3][C:4]=3[F:24])=[O:9])[CH2:11][CH2:12]2)=[N:17][CH:18]=[C:19]([CH3:23])[CH:20]=1, predict the reactants needed to synthesize it. The reactants are: Br[C:2]1[CH:7]=[CH:6][C:5]([C:8]([N:10]2[CH2:15][CH2:14][N:13]([C:16]3[C:21]([CH3:22])=[CH:20][C:19]([CH3:23])=[CH:18][N:17]=3)[CH2:12][CH2:11]2)=[O:9])=[C:4]([F:24])[CH:3]=1.[O:25]=[C:26]1[NH:30][C@H:29]([CH2:31][O:32]C(=O)C2C=CC=CC=2)[CH2:28][O:27]1. (2) Given the product [CH2:1]([O:18][CH2:17][C@@H:15]([C@H:13]([C@@H:11]([C@@H:9]([CH2:8][OH:7])[OH:10])[OH:12])[OH:14])[OH:16])[CH:2]=[CH2:3], predict the reactants needed to synthesize it. The reactants are: [CH2:1](Cl)[CH:2]=[CH2:3].[OH-].[Na+].[OH:7][CH2:8][C@@H:9]([C@H:11]([C@@H:13]([C@@H:15]([CH2:17][OH:18])[OH:16])[OH:14])[OH:12])[OH:10].